This data is from Forward reaction prediction with 1.9M reactions from USPTO patents (1976-2016). The task is: Predict the product of the given reaction. Given the reactants C(OC(=O)[NH:7][C@@H:8]([CH2:26][CH2:27][CH2:28][CH3:29])[CH2:9][O:10][C:11](=[O:25])[N:12]([CH2:19][C:20]1[S:21][CH:22]=[CH:23][CH:24]=1)[CH2:13][C:14]1[S:15][CH:16]=[CH:17][CH:18]=1)(C)(C)C.Cl.C(=O)(O)[O-].[Na+], predict the reaction product. The product is: [S:15]1[CH:16]=[CH:17][CH:18]=[C:14]1[CH2:13][N:12]([CH2:19][C:20]1[S:21][CH:22]=[CH:23][CH:24]=1)[C:11](=[O:25])[O:10][CH2:9][C@@H:8]([NH2:7])[CH2:26][CH2:27][CH2:28][CH3:29].